This data is from Forward reaction prediction with 1.9M reactions from USPTO patents (1976-2016). The task is: Predict the product of the given reaction. (1) Given the reactants [C:1]([O:5][C:6]([N:8]1[CH2:13][CH2:12][O:11][CH2:10][CH:9]1[C:14]([OH:16])=O)=[O:7])([CH3:4])([CH3:3])[CH3:2].C1N=CN(C(N2C=NC=C2)=O)C=1.Cl.Cl.[CH3:31][N:32]1[C:36]2[CH:37]=[CH:38][CH:39]=[CH:40][C:35]=2[N:34]=[C:33]1[C:41]1[CH:46]=[CH:45][CH:44]=[C:43]([N:47]2[CH2:52][CH2:51][NH:50][CH2:49][CH2:48]2)[CH:42]=1.CCN(C(C)C)C(C)C, predict the reaction product. The product is: [C:1]([O:5][C:6]([N:8]1[CH2:13][CH2:12][O:11][CH2:10][CH:9]1[C:14]([N:50]1[CH2:51][CH2:52][N:47]([C:43]2[CH:44]=[CH:45][CH:46]=[C:41]([C:33]3[N:32]([CH3:31])[C:36]4[CH:37]=[CH:38][CH:39]=[CH:40][C:35]=4[N:34]=3)[CH:42]=2)[CH2:48][CH2:49]1)=[O:16])=[O:7])([CH3:2])([CH3:3])[CH3:4]. (2) Given the reactants [NH2:1][C:2]1[N:6]([C:7]2[C:12](Cl)=[CH:11][C:10]([C:14]([F:17])([F:16])[F:15])=[CH:9][C:8]=2[Cl:18])[N:5]=[C:4]([C:19]#[N:20])[C:3]=1[S:21]([C:24]([F:27])([F:26])[F:25])(=[O:23])=[O:22].[CH3:28][NH:29][CH3:30].CCCCCCC.C(OCC)(=O)C.O, predict the reaction product. The product is: [NH2:1][C:2]1[N:6]([C:7]2[C:12]([N:29]([CH3:30])[CH3:28])=[CH:11][C:10]([C:14]([F:15])([F:16])[F:17])=[CH:9][C:8]=2[Cl:18])[N:5]=[C:4]([C:19]#[N:20])[C:3]=1[S:21]([C:24]([F:25])([F:27])[F:26])(=[O:22])=[O:23]. (3) Given the reactants C([O:3][C:4]([C:6]1[N:7]=[C:8]([CH3:30])[S:9][C:10]=1[NH:11][C:12]([C:14]1[C:19]([NH:20][C:21]2[CH:22]=[N:23][CH:24]=[N:25][CH:26]=2)=[N:18][CH:17]=[C:16]([CH:27]2[CH2:29][CH2:28]2)[N:15]=1)=[O:13])=[O:5])C.[OH-].[Li+], predict the reaction product. The product is: [CH:27]1([C:16]2[N:15]=[C:14]([C:12]([NH:11][C:10]3[S:9][C:8]([CH3:30])=[N:7][C:6]=3[C:4]([OH:5])=[O:3])=[O:13])[C:19]([NH:20][C:21]3[CH:26]=[N:25][CH:24]=[N:23][CH:22]=3)=[N:18][CH:17]=2)[CH2:29][CH2:28]1.